This data is from hERG Central: cardiac toxicity at 1µM, 10µM, and general inhibition. The task is: Predict hERG channel inhibition at various concentrations. The molecule is CCOC(=O)c1ccc(N2CCN(C(=O)c3ccccc3)CC2)c(NC(=O)c2ccco2)c1. Results: hERG_inhib (hERG inhibition (general)): blocker.